This data is from NCI-60 drug combinations with 297,098 pairs across 59 cell lines. The task is: Regression. Given two drug SMILES strings and cell line genomic features, predict the synergy score measuring deviation from expected non-interaction effect. (1) Drug 1: CC1=C(C(CCC1)(C)C)C=CC(=CC=CC(=CC(=O)O)C)C. Drug 2: CCN(CC)CCNC(=O)C1=C(NC(=C1C)C=C2C3=C(C=CC(=C3)F)NC2=O)C. Cell line: HOP-62. Synergy scores: CSS=3.04, Synergy_ZIP=5.99, Synergy_Bliss=12.9, Synergy_Loewe=4.47, Synergy_HSA=6.00. (2) Drug 1: CCN(CC)CCCC(C)NC1=C2C=C(C=CC2=NC3=C1C=CC(=C3)Cl)OC. Drug 2: B(C(CC(C)C)NC(=O)C(CC1=CC=CC=C1)NC(=O)C2=NC=CN=C2)(O)O. Cell line: HT29. Synergy scores: CSS=60.0, Synergy_ZIP=1.33, Synergy_Bliss=2.33, Synergy_Loewe=-4.96, Synergy_HSA=1.76. (3) Drug 1: CC1=C2C(C(=O)C3(C(CC4C(C3C(C(C2(C)C)(CC1OC(=O)C(C(C5=CC=CC=C5)NC(=O)OC(C)(C)C)O)O)OC(=O)C6=CC=CC=C6)(CO4)OC(=O)C)O)C)O. Drug 2: C1CNP(=O)(OC1)N(CCCl)CCCl. Cell line: EKVX. Synergy scores: CSS=-4.30, Synergy_ZIP=-1.17, Synergy_Bliss=-5.40, Synergy_Loewe=-8.74, Synergy_HSA=-6.95.